From a dataset of Forward reaction prediction with 1.9M reactions from USPTO patents (1976-2016). Predict the product of the given reaction. (1) Given the reactants C([NH:4][C:5]1[O:6][C:7]([C:10]2[CH:15]=[CH:14][C:13]([F:16])=[C:12]([F:17])[C:11]=2[NH:18][C:19]2[CH:24]=[CH:23][C:22]([I:25])=[CH:21][C:20]=2[F:26])=[N:8][N:9]=1)C=C.C[N+]1([O-])CC[O:31]CC1.O.S(S([O-])(=O)=O)([O-])(=O)=O.[Na+].[Na+].[C:46]([OH:50])(C)([CH3:48])[CH3:47], predict the reaction product. The product is: [F:17][C:12]1[C:11]([NH:18][C:19]2[CH:24]=[CH:23][C:22]([I:25])=[CH:21][C:20]=2[F:26])=[C:10]([C:7]2[O:6][C:5]([NH:4][CH2:47][CH:46]([OH:50])[CH2:48][OH:31])=[N:9][N:8]=2)[CH:15]=[CH:14][C:13]=1[F:16]. (2) Given the reactants [CH2:1]([NH:3][S:4]([C:7]1[C:8]2[CH:15]=[CH:14][CH:13]=[CH:12][C:9]=2[S:10][CH:11]=1)(=[O:6])=[O:5])[CH3:2].O1CC[CH2:19]OO1, predict the reaction product. The product is: [CH2:1]([N:3]1[CH2:19][C:15]2[C:8]3[C:7](=[CH:11][S:10][C:9]=3[CH:12]=[CH:13][CH:14]=2)[S:4]1(=[O:5])=[O:6])[CH3:2]. (3) Given the reactants [C:1]([O:5][C:6]([N:8]1[CH2:12][CH:11]([F:13])[C:10]([CH3:15])([CH3:14])[CH:9]1[CH2:16][CH2:17][C:18]([O:20]CC)=[O:19])=[O:7])([CH3:4])([CH3:3])[CH3:2].O[Li].O, predict the reaction product. The product is: [C:1]([O:5][C:6]([N:8]1[CH2:12][CH:11]([F:13])[C:10]([CH3:14])([CH3:15])[CH:9]1[CH2:16][CH2:17][C:18]([OH:20])=[O:19])=[O:7])([CH3:4])([CH3:2])[CH3:3]. (4) Given the reactants [Br:1][C:2]1[CH:7]=[CH:6][C:5]([C:8](=O)[CH2:9][CH2:10][CH2:11][NH:12]C(=O)OC(C)(C)C)=[CH:4][C:3]=1[F:21], predict the reaction product. The product is: [Br:1][C:2]1[CH:7]=[CH:6][C:5]([C:8]2[CH2:9][CH2:10][CH2:11][N:12]=2)=[CH:4][C:3]=1[F:21]. (5) Given the reactants C1COCC1.[Br:6][C:7]1[CH:8]=[C:9]([C:13]([C:15]2[CH:19]=[C:18]([CH:20]3[O:24][CH2:23][CH2:22][O:21]3)[S:17][CH:16]=2)=O)[CH:10]=[CH:11][CH:12]=1.[CH3:25][C:26]([S@:29]([NH2:31])=[O:30])([CH3:28])[CH3:27], predict the reaction product. The product is: [Br:6][C:7]1[CH:8]=[C:9](/[C:13](/[C:15]2[CH:19]=[C:18]([CH:20]3[O:24][CH2:23][CH2:22][O:21]3)[S:17][CH:16]=2)=[N:31]\[S:29]([C:26]([CH3:28])([CH3:27])[CH3:25])=[O:30])[CH:10]=[CH:11][CH:12]=1. (6) Given the reactants [CH3:1][C:2]1([CH3:20])[CH2:6][C:5]2[C:7]([CH3:19])=[C:8]([N:13]3[CH2:18][CH2:17][NH:16][CH2:15][CH2:14]3)[C:9]([CH3:12])=[C:10]([CH3:11])[C:4]=2[O:3]1.Br[C:22]1[CH:23]=[CH:24][C:25]([O:28][CH3:29])=[N:26][CH:27]=1, predict the reaction product. The product is: [CH3:29][O:28][C:25]1[N:26]=[CH:27][C:22]([N:16]2[CH2:15][CH2:14][N:13]([C:8]3[C:9]([CH3:12])=[C:10]([CH3:11])[C:4]4[O:3][C:2]([CH3:20])([CH3:1])[CH2:6][C:5]=4[C:7]=3[CH3:19])[CH2:18][CH2:17]2)=[CH:23][CH:24]=1. (7) Given the reactants C([N:8]([CH2:19][CH2:20][C:21]1[CH:26]=[CH:25][C:24]([S:27]([C:30]2[CH:31]=[C:32]([CH:38]=[CH:39][CH:40]=2)[C:33]([O:35][CH2:36][CH3:37])=[O:34])(=[O:29])=[O:28])=[CH:23][CH:22]=1)[CH2:9][C@@H:10]([C:12]1[CH:17]=[CH:16][CH:15]=[C:14]([Cl:18])[CH:13]=1)[OH:11])C1C=CC=CC=1.Cl.C(OCC)(=O)C, predict the reaction product. The product is: [ClH:18].[Cl:18][C:14]1[CH:13]=[C:12]([C@@H:10]([OH:11])[CH2:9][NH:8][CH2:19][CH2:20][C:21]2[CH:22]=[CH:23][C:24]([S:27]([C:30]3[CH:31]=[C:32]([CH:38]=[CH:39][CH:40]=3)[C:33]([O:35][CH2:36][CH3:37])=[O:34])(=[O:29])=[O:28])=[CH:25][CH:26]=2)[CH:17]=[CH:16][CH:15]=1.